From a dataset of Full USPTO retrosynthesis dataset with 1.9M reactions from patents (1976-2016). Predict the reactants needed to synthesize the given product. (1) Given the product [C:8]([C:6]1[CH:5]=[CH:4][N:3]=[C:2]([C:22]2[CH:21]=[C:20]([N:23]3[CH2:24][CH2:25][CH2:26][CH2:27][CH2:28]3)[CH:19]=[CH:18][C:17]=2[N+:14]([O-:16])=[O:15])[CH:7]=1)#[CH:9], predict the reactants needed to synthesize it. The reactants are: Cl[C:2]1[CH:7]=[C:6]([C:8]#[C:9][Si](C)(C)C)[CH:5]=[CH:4][N:3]=1.[N+:14]([C:17]1[CH:22]=[CH:21][C:20]([N:23]2[CH2:28][CH2:27][CH2:26][CH2:25][CH2:24]2)=[CH:19][C:18]=1B1OC(C)(C)C(C)(C)O1)([O-:16])=[O:15].C([O-])([O-])=O.[Na+].[Na+].CC(C1C=C(C(C)C)C(C2C=CC=CC=2P(C2CCCCC2)C2CCCCC2)=C(C(C)C)C=1)C. (2) Given the product [C:15]1([C:7]2[C:6]([C:4]3[N:3]=[CH:2][N:1]([C:27]4[CH:28]=[CH:29][C:24]([C:22](=[O:23])[CH3:21])=[CH:25][CH:26]=4)[CH:5]=3)=[C:10]([C:11]([F:14])([F:12])[F:13])[O:9][N:8]=2)[CH:16]=[CH:17][CH:18]=[CH:19][CH:20]=1, predict the reactants needed to synthesize it. The reactants are: [NH:1]1[CH:5]=[C:4]([C:6]2[C:7]([C:15]3[CH:20]=[CH:19][CH:18]=[CH:17][CH:16]=3)=[N:8][O:9][C:10]=2[C:11]([F:14])([F:13])[F:12])[N:3]=[CH:2]1.[CH3:21][C:22]([C:24]1[CH:29]=[CH:28][C:27](F)=[CH:26][CH:25]=1)=[O:23].C(=O)([O-])[O-].[K+].[K+].Cl. (3) The reactants are: [C:1]([O:5][C:6]([NH:8][C:9]1([C:13]([O:15]C)=O)[CH2:12][CH2:11][CH2:10]1)=[O:7])([CH3:4])([CH3:3])[CH3:2].O.[NH2:18][NH2:19]. Given the product [C:1]([O:5][C:6]([NH:8][C:9]1([C:13]([NH:18][NH2:19])=[O:15])[CH2:12][CH2:11][CH2:10]1)=[O:7])([CH3:4])([CH3:3])[CH3:2], predict the reactants needed to synthesize it. (4) Given the product [C:2]1([CH3:19])[CH:3]=[CH:4][C:5]([S:8]([N:11]2[CH2:18][CH2:17][CH2:16][C@H:12]2[C:13]([NH:25][C@H:24]([C:23]([OH:37])=[O:22])[CH2:26][C:27]2[CH:36]=[CH:35][C:34]3[C:29](=[CH:30][CH:31]=[CH:32][CH:33]=3)[CH:28]=2)=[O:15])(=[O:9])=[O:10])=[CH:6][CH:7]=1, predict the reactants needed to synthesize it. The reactants are: O.[C:2]1([CH3:19])[CH:7]=[CH:6][C:5]([S:8]([N:11]2[CH2:18][CH2:17][CH2:16][C@H:12]2[C:13]([OH:15])=O)(=[O:10])=[O:9])=[CH:4][CH:3]=1.Cl.C[O:22][C:23](=[O:37])[C@H:24]([CH2:26][C:27]1[CH:36]=[CH:35][C:34]2[C:29](=[CH:30][CH:31]=[CH:32][CH:33]=2)[CH:28]=1)[NH2:25].[Li+].[OH-].